Dataset: Peptide-MHC class I binding affinity with 185,985 pairs from IEDB/IMGT. Task: Regression. Given a peptide amino acid sequence and an MHC pseudo amino acid sequence, predict their binding affinity value. This is MHC class I binding data. The peptide sequence is RVNKGTGVK. The MHC is HLA-A69:01 with pseudo-sequence HLA-A69:01. The binding affinity (normalized) is 0.0847.